Dataset: CYP2C19 inhibition data for predicting drug metabolism from PubChem BioAssay. Task: Regression/Classification. Given a drug SMILES string, predict its absorption, distribution, metabolism, or excretion properties. Task type varies by dataset: regression for continuous measurements (e.g., permeability, clearance, half-life) or binary classification for categorical outcomes (e.g., BBB penetration, CYP inhibition). Dataset: cyp2c19_veith. (1) The drug is FC(F)(F)c1ccccc1-c1nc(-n2ccnc2)c2ccccc2n1. The result is 1 (inhibitor). (2) The compound is NC(=NCc1ccc(Cl)c(Cl)c1)NC(=O)c1nc(Cl)c(N)nc1N. The result is 0 (non-inhibitor). (3) The drug is Cc1ccc(C(=O)O/N=C/c2c(Cl)n(C)c3ccccc23)cc1. The result is 0 (non-inhibitor). (4) The drug is NNS(=O)(=O)c1cc(C(=O)O)cc(C(=O)O)c1. The result is 0 (non-inhibitor). (5) The result is 0 (non-inhibitor). The drug is c1ccc(-c2ccc(N3CC4(CCNCC4)C3)cc2)cc1. (6) The molecule is Nc1c(C(=O)NCc2ccccc2)sc2nc3c(cc12)C(=O)CCC3. The result is 0 (non-inhibitor).